From a dataset of CYP3A4 inhibition data for predicting drug metabolism from PubChem BioAssay. Regression/Classification. Given a drug SMILES string, predict its absorption, distribution, metabolism, or excretion properties. Task type varies by dataset: regression for continuous measurements (e.g., permeability, clearance, half-life) or binary classification for categorical outcomes (e.g., BBB penetration, CYP inhibition). Dataset: cyp3a4_veith. (1) The compound is COc1cccc(Cn2c(=O)cnc3cnc(N4CCOCC4)nc32)c1. The result is 1 (inhibitor). (2) The drug is O=C1C[C@@H](c2ccc(O)cc2)Oc2cc(O)cc(O)c21. The result is 1 (inhibitor). (3) The compound is CC(=O)Nc1ccc(NC2=Nc3ccccc3N3C2=Nc2c(c(C)nn2-c2ccccc2)C3c2ccccc2)cc1. The result is 0 (non-inhibitor). (4) The molecule is COCC(=O)N1CCC2(CCCN(C(=O)Nc3cccc(C#N)c3)C2)CC1. The result is 0 (non-inhibitor). (5) The compound is CCN(CC)CCNC(=O)Cn1nc(-c2ccc(C)cc2)ccc1=O. The result is 0 (non-inhibitor). (6) The molecule is Cc1ccccc1OCC(O)Cn1c2ccccc2c2ccccc21. The result is 1 (inhibitor).